Dataset: Full USPTO retrosynthesis dataset with 1.9M reactions from patents (1976-2016). Task: Predict the reactants needed to synthesize the given product. (1) Given the product [Cl:1][C:2]1[CH:3]=[C:4]([N+:9]([O-:11])=[O:10])[CH:5]=[CH:6][C:7]=1[O:12][C:13]1[CH:14]=[CH:15][C:16]([C:17]([O:19][CH3:20])=[O:18])=[CH:21][CH:22]=1, predict the reactants needed to synthesize it. The reactants are: [Cl:1][C:2]1[CH:3]=[C:4]([N+:9]([O-:11])=[O:10])[CH:5]=[CH:6][C:7]=1F.[OH:12][C:13]1[CH:22]=[CH:21][C:16]([C:17]([O:19][CH3:20])=[O:18])=[CH:15][CH:14]=1.C(=O)([O-])[O-].[K+].[K+].O. (2) The reactants are: [CH3:1][O:2][C:3](=[O:15])[CH2:4][C:5]1[C:13]2[C:8](=[N:9][CH:10]=[CH:11][CH:12]=2)[NH:7][C:6]=1[CH3:14].CCN(P1(N(C)CCCN1C)=NC(C)(C)C)CC.[Cl:34][C:35]1[CH:36]=[C:37]([S:42](Cl)(=[O:44])=[O:43])[CH:38]=[CH:39][C:40]=1[CH3:41]. Given the product [CH3:1][O:2][C:3](=[O:15])[CH2:4][C:5]1[C:13]2[C:8](=[N:9][CH:10]=[CH:11][CH:12]=2)[N:7]([S:42]([C:37]2[CH:38]=[CH:39][C:40]([CH3:41])=[C:35]([Cl:34])[CH:36]=2)(=[O:43])=[O:44])[C:6]=1[CH3:14], predict the reactants needed to synthesize it. (3) Given the product [Cl:58][C:59]1[C:60]([OH:83])=[C:61]([CH:79]=[C:80]([F:82])[CH:81]=1)[CH2:62][C:63]1[C:67]2[CH:68]=[N:69][C:70]([C:72]([NH:21][OH:22])=[O:73])=[CH:71][C:66]=2[N:65]([CH2:77][CH3:78])[CH:64]=1, predict the reactants needed to synthesize it. The reactants are: C(OCC1C2C(=CN=C(C([NH:21][OH:22])=O)C=2)N(CC2C=CC(F)=CC=2F)C=1)C1C=CC=CC=1.ClC1C=C(F)C=CC=1OCC1C2C=NC(C(OCC)=O)=CC=2N(CC)C=1.[Cl:58][C:59]1[C:60]([OH:83])=[C:61]([CH:79]=[C:80]([F:82])[CH:81]=1)[CH2:62][C:63]1[C:67]2[CH:68]=[N:69][C:70]([C:72](OCC)=[O:73])=[CH:71][C:66]=2[N:65]([CH2:77][CH3:78])[CH:64]=1. (4) Given the product [NH2:1][C:2]1[C:7]([N:8]2[CH2:12][CH2:11][CH2:10][C:9]2=[O:14])=[CH:6][C:5]([Br:15])=[CH:4][N:3]=1, predict the reactants needed to synthesize it. The reactants are: [NH2:1][C:2]1[C:7]([NH:8][C:9](=[O:14])[CH2:10][CH2:11][CH2:12]Br)=[CH:6][C:5]([Br:15])=[CH:4][N:3]=1.C(=O)([O-])[O-].[K+].[K+]. (5) The reactants are: [Cl:1][C:2]1[CH:21]=[CH:20][C:19]([OH:22])=[CH:18][C:3]=1[C:4]([NH:6][CH2:7][C:8]12[CH2:17][CH:12]3[CH2:13][CH:14]([CH2:16][CH:10]([CH2:11]3)[CH2:9]1)[CH2:15]2)=[O:5].C(=O)([O-])[O-].[Cs+].[Cs+].Br[CH2:30][CH2:31][CH2:32][Cl:33]. Given the product [Cl:1][C:2]1[CH:21]=[CH:20][C:19]([O:22][CH2:30][CH2:31][CH2:32][Cl:33])=[CH:18][C:3]=1[C:4]([NH:6][CH2:7][C:8]12[CH2:17][CH:12]3[CH2:11][CH:10]([CH2:16][CH:14]([CH2:13]3)[CH2:15]1)[CH2:9]2)=[O:5], predict the reactants needed to synthesize it.